From a dataset of NCI-60 drug combinations with 297,098 pairs across 59 cell lines. Regression. Given two drug SMILES strings and cell line genomic features, predict the synergy score measuring deviation from expected non-interaction effect. Drug 1: CN1C(=O)N2C=NC(=C2N=N1)C(=O)N. Drug 2: CC1=C2C(C(=O)C3(C(CC4C(C3C(C(C2(C)C)(CC1OC(=O)C(C(C5=CC=CC=C5)NC(=O)OC(C)(C)C)O)O)OC(=O)C6=CC=CC=C6)(CO4)OC(=O)C)O)C)O. Cell line: NCI-H322M. Synergy scores: CSS=-14.4, Synergy_ZIP=6.01, Synergy_Bliss=-5.63, Synergy_Loewe=-12.6, Synergy_HSA=-17.2.